Dataset: Peptide-MHC class II binding affinity with 134,281 pairs from IEDB. Task: Regression. Given a peptide amino acid sequence and an MHC pseudo amino acid sequence, predict their binding affinity value. This is MHC class II binding data. The peptide sequence is AAATAQTTVYGAFAA. The MHC is HLA-DPA10103-DPB10601 with pseudo-sequence HLA-DPA10103-DPB10601. The binding affinity (normalized) is 0.0903.